The task is: Predict the product of the given reaction.. This data is from Forward reaction prediction with 1.9M reactions from USPTO patents (1976-2016). (1) Given the reactants N[C@H:2]([C:8]([OH:10])=[O:9])CCCCN.[OH:11]N1C(=O)CCC1=O.C[C@@H:20]([C@@H:26]1[C@@:30]2([CH3:46])[C@@H:31](O)[CH2:32][C@@H:33]3[C@@:38]4([CH3:44])[CH2:39][CH2:40][C@@H:41]([OH:43])[CH2:42][C@H:37]4[CH2:36][CH2:35][C@H:34]3[C@@H:29]2[CH2:28][CH2:27]1)[CH2:21]CC(O)=O, predict the reaction product. The product is: [CH3:2][C:8]([O:10][CH2:21][C:20]([C@@H:26]1[C@@:30]2([CH3:46])[CH2:31][CH2:32][C@@H:33]3[C@:38]4([CH3:44])[C:39](=[CH:40][C:41]([CH2:42][CH2:37]4)=[O:43])[CH2:36][CH2:35][C@H:34]3[C@@H:29]2[CH2:28][CH2:27]1)=[O:11])=[O:9]. (2) Given the reactants Cl.Cl.NC1CCN(C2CCCCC2(C(C2C=C([Cl:24])SC=2)C)O)CC1.C(OC(=O)[NH:31][CH:32]1[CH2:37][CH2:36][N:35]([CH2:38][CH:39]([C:46]2([OH:52])[CH2:51][CH2:50][CH2:49][CH2:48][CH2:47]2)[C:40]2[CH:44]=[C:43]([Cl:45])[S:42][CH:41]=2)[CH2:34][CH2:33]1)(C)(C)C.Cl, predict the reaction product. The product is: [ClH:24].[ClH:45].[NH2:31][CH:32]1[CH2:37][CH2:36][N:35]([CH2:38][CH:39]([C:46]2([OH:52])[CH2:47][CH2:48][CH2:49][CH2:50][CH2:51]2)[C:40]2[CH:44]=[C:43]([Cl:45])[S:42][CH:41]=2)[CH2:34][CH2:33]1. (3) Given the reactants O=[C:2]1[CH2:7][CH2:6][CH2:5][CH:4]([NH:8][C:9]2[CH:16]=[CH:15][C:12]([C:13]#[N:14])=[CH:11][CH:10]=2)[CH2:3]1.[C:17]1([C@H:27]([NH2:29])[CH3:28])[C:26]2[C:21](=[CH:22][CH:23]=[CH:24][CH:25]=2)[CH:20]=[CH:19][CH:18]=1, predict the reaction product. The product is: [C:17]1([C@H:27]([NH:29][CH:2]2[CH2:7][CH2:6][CH2:5][CH:4]([NH:8][C:9]3[CH:16]=[CH:15][C:12]([C:13]#[N:14])=[CH:11][CH:10]=3)[CH2:3]2)[CH3:28])[C:26]2[C:21](=[CH:22][CH:23]=[CH:24][CH:25]=2)[CH:20]=[CH:19][CH:18]=1.